From a dataset of Catalyst prediction with 721,799 reactions and 888 catalyst types from USPTO. Predict which catalyst facilitates the given reaction. (1) Reactant: [F:1][C:2]([F:18])([F:17])[C:3]1[CH:4]=[C:5]([N:9]2[CH2:15][CH2:14][C:13](=[O:16])[NH:12][CH2:11][CH2:10]2)[CH:6]=[CH:7][CH:8]=1.[H-].[Na+].[CH3:21][O:22][C:23](=[O:36])[CH:24](I)[CH2:25][CH2:26][O:27][Si:28]([C:31]([CH3:34])([CH3:33])[CH3:32])([CH3:30])[CH3:29]. Product: [CH3:21][O:22][C:23](=[O:36])[CH:24]([N:12]1[C:13](=[O:16])[CH2:14][CH2:15][N:9]([C:5]2[CH:6]=[CH:7][CH:8]=[C:3]([C:2]([F:1])([F:17])[F:18])[CH:4]=2)[CH2:10][CH2:11]1)[CH2:25][CH2:26][O:27][Si:28]([C:31]([CH3:33])([CH3:32])[CH3:34])([CH3:29])[CH3:30]. The catalyst class is: 3. (2) Reactant: [CH2:1]([C:3]([C:8]1[CH:13]=[CH:12][C:11]([N+:14]([O-])=O)=[CH:10][CH:9]=1)([CH2:6][CH3:7])[C:4]#[N:5])[CH3:2]. Product: [NH2:14][C:11]1[CH:10]=[CH:9][C:8]([C:3]([CH2:6][CH3:7])([CH2:1][CH3:2])[C:4]#[N:5])=[CH:13][CH:12]=1. The catalyst class is: 19. (3) Reactant: [CH3:1][O:2][C:3]1[C:4]([N:11]2[C:20](=[O:21])[C:19]3[C:14](=[CH:15][C:16]([C:22]([O:24]C)=[O:23])=[CH:17][CH:18]=3)[NH:13][C:12]2=[S:26])=[N:5][CH:6]=[C:7]([O:9][CH3:10])[CH:8]=1.[OH-].[Na+]. Product: [CH3:1][O:2][C:3]1[C:4]([N:11]2[C:20](=[O:21])[C:19]3[C:14](=[CH:15][C:16]([C:22]([OH:24])=[O:23])=[CH:17][CH:18]=3)[NH:13][C:12]2=[S:26])=[N:5][CH:6]=[C:7]([O:9][CH3:10])[CH:8]=1. The catalyst class is: 5. (4) Reactant: [O:1]1[CH2:6][CH2:5][N:4]([C:7]2[CH:12]=[C:11]3[NH:13][CH2:14][C:15]4([CH2:20][CH2:19][O:18][CH2:17][CH2:16]4)[C:10]3=[CH:9][CH:8]=2)[CH2:3][CH2:2]1.Cl.O1CCOCC1.Cl[C:29]1[C:38]2[C:33](=[CH:34][C:35]([F:39])=[CH:36][CH:37]=2)[N:32]=[C:31]([C:40]2[CH:45]=[CH:44][CH:43]=[C:42]([O:46]C)[N:41]=2)[C:30]=1[CH3:48]. Product: [F:39][C:35]1[CH:34]=[C:33]2[C:38]([C:29]([N:13]3[C:11]4[C:10](=[CH:9][CH:8]=[C:7]([N:4]5[CH2:3][CH2:2][O:1][CH2:6][CH2:5]5)[CH:12]=4)[C:15]4([CH2:20][CH2:19][O:18][CH2:17][CH2:16]4)[CH2:14]3)=[C:30]([CH3:48])[C:31]([C:40]3[N:41]=[C:42]([OH:46])[CH:43]=[CH:44][CH:45]=3)=[N:32]2)=[CH:37][CH:36]=1. The catalyst class is: 37. (5) Product: [Cl:1][C:2]1[CH:3]=[C:4]([CH2:17][N:18]2[C:22]([CH3:23])=[CH:21][C:20]([C:24]([NH:39][CH:35]3[CH2:38][CH2:37][CH2:36]3)=[O:26])=[N:19]2)[C:5]2[O:9][C:8]([C:10]3[CH:15]=[CH:14][CH:13]=[CH:12][CH:11]=3)=[CH:7][C:6]=2[CH:16]=1. Reactant: [Cl:1][C:2]1[CH:3]=[C:4]([CH2:17][N:18]2[C:22]([CH3:23])=[CH:21][C:20]([C:24]([OH:26])=O)=[N:19]2)[C:5]2[O:9][C:8]([C:10]3[CH:15]=[CH:14][CH:13]=[CH:12][CH:11]=3)=[CH:7][C:6]=2[CH:16]=1.C(N1CCOCC1)C.[CH:35]1([NH2:39])[CH2:38][CH2:37][CH2:36]1.O.ON1C2C=CC=CC=2N=N1.CN(C)CCCN=C=NCC. The catalyst class is: 42. (6) Reactant: [CH3:1][C:2]1[CH:7]=[C:6]([OH:8])[CH:5]=[CH:4][N:3]=1.[H-].[Na+].FC(F)(F)S(O[C:17]1[C:26]2[C:25](=[O:27])[N:24]([CH2:28][C:29]3[CH:34]=[CH:33][C:32]([O:35][CH3:36])=[CH:31][CH:30]=3)[C:23](=[O:37])[N:22]([C:38]3[CH:43]=[CH:42][C:41]([I:44])=[CH:40][C:39]=3[F:45])[C:21]=2[N:20]([CH3:46])[C:19](=[O:47])[CH:18]=1)(=O)=O. Product: [CH3:1][C:2]1[CH:7]=[C:6]([O:8][C:17]2[C:26]3[C:25](=[O:27])[N:24]([CH2:28][C:29]4[CH:30]=[CH:31][C:32]([O:35][CH3:36])=[CH:33][CH:34]=4)[C:23](=[O:37])[N:22]([C:38]4[CH:43]=[CH:42][C:41]([I:44])=[CH:40][C:39]=4[F:45])[C:21]=3[N:20]([CH3:46])[C:19](=[O:47])[CH:18]=2)[CH:5]=[CH:4][N:3]=1. The catalyst class is: 7. (7) Reactant: [NH2:1][C:2]1[CH:3]=[N:4][C:5]2[C:10]([CH:11]=1)=[CH:9][CH:8]=[CH:7][CH:6]=2.C[Si]([N-][Si](C)(C)C)(C)C.[Na+].[C:22](O[C:22]([O:24][C:25]([CH3:28])([CH3:27])[CH3:26])=[O:23])([O:24][C:25]([CH3:28])([CH3:27])[CH3:26])=[O:23]. Product: [C:25]([O:24][C:22](=[O:23])[NH:1][C:2]1[CH:3]=[N:4][C:5]2[C:10]([CH:11]=1)=[CH:9][CH:8]=[CH:7][CH:6]=2)([CH3:28])([CH3:27])[CH3:26]. The catalyst class is: 1. (8) Reactant: [O:1]=[C:2]1[NH:7][C:6](=[O:8])[CH:5]=[CH:4][N:3]1[CH2:9][C:10]([O:12][CH2:13][C:14]1[CH:19]=[CH:18][CH:17]=[CH:16][CH:15]=1)=[O:11].[H-].[Na+].Br[CH2:23][C:24]([O:26][C:27]([CH3:30])([CH3:29])[CH3:28])=[O:25].[Cl-].[NH4+]. Product: [C:27]([O:26][C:24]([CH2:23][N:7]1[C:6](=[O:8])[CH:5]=[CH:4][N:3]([CH2:9][C:10]([O:12][CH2:13][C:14]2[CH:19]=[CH:18][CH:17]=[CH:16][CH:15]=2)=[O:11])[C:2]1=[O:1])=[O:25])([CH3:30])([CH3:29])[CH3:28]. The catalyst class is: 3. (9) Reactant: [F:1][C:2]1[CH:3]=[C:4]([NH:14][C:15](=[O:28])[C:16]2[CH:21]=[CH:20][CH:19]=[CH:18][C:17]=2[C:22]2[CH:23]=[N:24][CH:25]=[CH:26][CH:27]=2)[CH:5]=[CH:6][C:7]=1[N:8]1[CH2:13][CH2:12][NH:11][CH2:10][CH2:9]1.[CH2:29]([N:31]([CH2:46][CH3:47])[C:32]([CH:34](OS(C)(=O)=O)[C:35]1[CH:40]=[CH:39][CH:38]=[CH:37][CH:36]=1)=[O:33])[CH3:30]. Product: [NH3:8].[CH2:46]([N:31]([CH2:29][CH3:30])[C:32]([CH:34]([C:35]1[CH:40]=[CH:39][CH:38]=[CH:37][CH:36]=1)[N:11]1[CH2:12][CH2:13][N:8]([C:7]2[CH:6]=[CH:5][C:4]([NH:14][C:15](=[O:28])[C:16]3[CH:21]=[CH:20][CH:19]=[CH:18][C:17]=3[C:22]3[CH:23]=[N:24][CH:25]=[CH:26][CH:27]=3)=[CH:3][C:2]=2[F:1])[CH2:9][CH2:10]1)=[O:33])[CH3:47]. The catalyst class is: 3. (10) Reactant: [C:1]1([CH:7]([CH:11]=[CH2:12])[CH2:8][CH2:9]O)[CH:6]=[CH:5][CH:4]=[CH:3][CH:2]=1.C1(P(C2C=CC=CC=2)C2C=CC=CC=2)C=CC=CC=1.C(Br)(Br)(Br)[Br:33]. Product: [Br:33][CH2:9][CH2:8][CH:7]([C:1]1[CH:6]=[CH:5][CH:4]=[CH:3][CH:2]=1)[CH:11]=[CH2:12]. The catalyst class is: 2.